The task is: Predict the product of the given reaction.. This data is from Forward reaction prediction with 1.9M reactions from USPTO patents (1976-2016). (1) The product is: [CH:23]1([C:10]2[CH:11]=[CH:12][C:13]([OH:15])=[CH:14][C:9]=2[OH:8])[CH2:28][CH2:27][CH:26]=[CH:25][CH2:24]1. Given the reactants [Si]([O:8][C:9]1[CH:14]=[C:13]([O:15][Si](C(C)(C)C)(C)C)[CH:12]=[CH:11][C:10]=1[C@H:23]1[CH2:28][CH2:27][C@H:26](O)[CH2:25][CH2:24]1)(C(C)(C)C)(C)C.C(N(S(F)(F)F)CC)C, predict the reaction product. (2) Given the reactants [OH-].[Na+].[CH:3]1([C@H:9]([NH:22][C:23]([C:25]2[CH:30]=[N:29][CH:28]=[CH:27][N:26]=2)=[O:24])[C:10]([NH:12][C@@H:13]([C:18]([CH3:21])([CH3:20])[CH3:19])[C:14]([O:16]C)=[O:15])=[O:11])[CH2:8][CH2:7][CH2:6][CH2:5][CH2:4]1.CO, predict the reaction product. The product is: [CH:3]1([C@H:9]([NH:22][C:23]([C:25]2[CH:30]=[N:29][CH:28]=[CH:27][N:26]=2)=[O:24])[C:10]([NH:12][C@@H:13]([C:18]([CH3:20])([CH3:21])[CH3:19])[C:14]([OH:16])=[O:15])=[O:11])[CH2:8][CH2:7][CH2:6][CH2:5][CH2:4]1. (3) Given the reactants C(OC(=O)[N:7]([CH:9]([C:11](=[O:35])[NH:12][CH:13]([C:17]([N:19]1[CH2:23][CH:22]([OH:24])[CH2:21][CH:20]1[CH2:25][C:26]1[C:34]2[C:29](=[N:30][CH:31]=[CH:32][CH:33]=2)[NH:28][CH:27]=1)=[O:18])[CH:14](C)[CH3:15])[CH3:10])[CH3:8])(C)(C)C.[C:37](O)(C(F)(F)F)=[O:38], predict the reaction product. The product is: [OH:24][CH:22]1[CH2:23][N:19]([C:17]([CH:13]([NH:12][C:11](=[O:35])[CH:9]([NH:7][CH3:8])[CH3:10])[CH:14]([O:38][CH3:37])[CH3:15])=[O:18])[CH:20]([CH2:25][C:26]2[C:34]3[C:29](=[N:30][CH:31]=[CH:32][CH:33]=3)[NH:28][CH:27]=2)[CH2:21]1. (4) Given the reactants Cl[CH2:2][CH2:3][CH2:4][S:5]([NH:8][C:9]1[CH:14]=[CH:13][C:12]([F:15])=[C:11]([F:16])[C:10]=1[NH:17][C:18]1[CH:23]=[CH:22][C:21]([I:24])=[CH:20][C:19]=1[F:25])(=[O:7])=[O:6].[OH-:26].[K+], predict the reaction product. The product is: [F:16][C:11]1[C:10]([NH:17][C:18]2[CH:23]=[CH:22][C:21]([I:24])=[CH:20][C:19]=2[F:25])=[C:9]([NH:8][S:5]([CH2:4][CH2:3][CH2:2][OH:26])(=[O:7])=[O:6])[CH:14]=[CH:13][C:12]=1[F:15]. (5) Given the reactants [Br:1][C:2]1[CH:7]=[CH:6][C:5]([CH:8]([C:16]2[CH:21]=[CH:20][CH:19]=[CH:18][C:17]=2[CH3:22])[CH2:9][C:10](N(OC)C)=[O:11])=[CH:4][CH:3]=1.[Cl:23][C:24]1[C:25](I)=[CH:26][C:27]([F:30])=[N:28][CH:29]=1, predict the reaction product. The product is: [Br:1][C:2]1[CH:3]=[CH:4][C:5]([CH:8]([C:16]2[CH:21]=[CH:20][CH:19]=[CH:18][C:17]=2[CH3:22])[CH2:9][C:10]([C:25]2[C:24]([Cl:23])=[CH:29][N:28]=[C:27]([F:30])[CH:26]=2)=[O:11])=[CH:6][CH:7]=1.